Dataset: Full USPTO retrosynthesis dataset with 1.9M reactions from patents (1976-2016). Task: Predict the reactants needed to synthesize the given product. Given the product [CH2:14]([C@@H:21]1[N:27]([C:2]([N:43]2[CH2:48][CH2:47][O:46][CH2:45][CH2:44]2)=[O:4])[CH2:26][C:25]2[CH:28]=[CH:29][C:30]([C:32]([O:34][CH3:35])=[O:33])=[CH:31][C:24]=2[O:23][CH2:22]1)[C:15]1[CH:16]=[CH:17][CH:18]=[CH:19][CH:20]=1, predict the reactants needed to synthesize it. The reactants are: Cl[C:2](Cl)([O:4]C(=O)OC(Cl)(Cl)Cl)Cl.Cl.[CH2:14]([C@@H:21]1[NH:27][CH2:26][C:25]2[CH:28]=[CH:29][C:30]([C:32]([O:34][CH3:35])=[O:33])=[CH:31][C:24]=2[O:23][CH2:22]1)[C:15]1[CH:20]=[CH:19][CH:18]=[CH:17][CH:16]=1.CCN(CC)CC.[NH:43]1[CH2:48][CH2:47][O:46][CH2:45][CH2:44]1.